This data is from NCI-60 drug combinations with 297,098 pairs across 59 cell lines. The task is: Regression. Given two drug SMILES strings and cell line genomic features, predict the synergy score measuring deviation from expected non-interaction effect. (1) Drug 1: CN1C(=O)N2C=NC(=C2N=N1)C(=O)N. Drug 2: CCCCCOC(=O)NC1=NC(=O)N(C=C1F)C2C(C(C(O2)C)O)O. Cell line: NCI-H226. Synergy scores: CSS=0.713, Synergy_ZIP=0.462, Synergy_Bliss=0.734, Synergy_Loewe=-3.54, Synergy_HSA=-2.84. (2) Drug 1: C1CCN(CC1)CCOC2=CC=C(C=C2)C(=O)C3=C(SC4=C3C=CC(=C4)O)C5=CC=C(C=C5)O. Drug 2: CN(CCCl)CCCl.Cl. Cell line: HS 578T. Synergy scores: CSS=-16.2, Synergy_ZIP=8.63, Synergy_Bliss=9.63, Synergy_Loewe=-5.99, Synergy_HSA=-4.28. (3) Drug 2: C1CN(P(=O)(OC1)NCCCl)CCCl. Cell line: UO-31. Synergy scores: CSS=-5.91, Synergy_ZIP=5.66, Synergy_Bliss=3.40, Synergy_Loewe=-3.04, Synergy_HSA=-4.29. Drug 1: COC1=C2C(=CC3=C1OC=C3)C=CC(=O)O2. (4) Drug 1: C1=CC(=CC=C1CCCC(=O)O)N(CCCl)CCCl. Drug 2: CC1C(C(CC(O1)OC2CC(CC3=C2C(=C4C(=C3O)C(=O)C5=C(C4=O)C(=CC=C5)OC)O)(C(=O)CO)O)N)O.Cl. Cell line: SR. Synergy scores: CSS=55.2, Synergy_ZIP=-7.38, Synergy_Bliss=-9.21, Synergy_Loewe=-5.84, Synergy_HSA=-3.11.